From a dataset of Full USPTO retrosynthesis dataset with 1.9M reactions from patents (1976-2016). Predict the reactants needed to synthesize the given product. (1) The reactants are: [O:1]1[C:5]2([CH2:10][CH2:9][NH:8][CH2:7][CH2:6]2)[O:4][CH2:3][CH2:2]1.[CH2:11]([O:18][C:19]1[CH:24]=[CH:23][C:22](I)=[CH:21][CH:20]=1)[C:12]1[CH:17]=[CH:16][CH:15]=[CH:14][CH:13]=1.CC(C)([O-])C.[Na+].O1CCOCC1. Given the product [CH2:11]([O:18][C:19]1[CH:24]=[CH:23][C:22]([N:8]2[CH2:9][CH2:10][C:5]3([O:4][CH2:3][CH2:2][O:1]3)[CH2:6][CH2:7]2)=[CH:21][CH:20]=1)[C:12]1[CH:17]=[CH:16][CH:15]=[CH:14][CH:13]=1, predict the reactants needed to synthesize it. (2) Given the product [Br:35][CH2:20][C:13]1[NH:12][C:11]([C:21]2[C:26]([F:27])=[CH:25][CH:24]=[CH:23][N:22]=2)=[N:10][CH:9]([C:3]2[CH:4]=[CH:5][C:6]([F:8])=[CH:7][C:2]=2[Cl:1])[C:14]=1[C:15]([O:17][CH2:18][CH3:19])=[O:16], predict the reactants needed to synthesize it. The reactants are: [Cl:1][C:2]1[CH:7]=[C:6]([F:8])[CH:5]=[CH:4][C:3]=1[CH:9]1[C:14]([C:15]([O:17][CH2:18][CH3:19])=[O:16])=[C:13]([CH3:20])[NH:12][C:11]([C:21]2[C:26]([F:27])=[CH:25][CH:24]=[CH:23][N:22]=2)=[N:10]1.C1C(=O)N([Br:35])C(=O)C1. (3) Given the product [Cl:1][C:2]1[C:3]([C:19]2[S:23][C:22]3[CH:24]=[C:25]([S:44]([NH2:50])(=[O:46])=[O:45])[CH:26]=[CH:27][C:21]=3[CH:20]=2)=[N:4][C:5]([NH:8][CH2:9][CH2:10][CH2:11][N:12]2[CH2:17][CH2:16][N:15]([CH3:18])[CH2:14][CH2:13]2)=[N:6][CH:7]=1, predict the reactants needed to synthesize it. The reactants are: [Cl:1][C:2]1[C:3]([C:19]2[S:23][C:22]3[CH:24]=[C:25](S[Si](C(C)C)(C(C)C)C(C)C)[CH:26]=[CH:27][C:21]=3[CH:20]=2)=[N:4][C:5]([NH:8][CH2:9][CH2:10][CH2:11][N:12]2[CH2:17][CH2:16][N:15]([CH3:18])[CH2:14][CH2:13]2)=[N:6][CH:7]=1.[N+]([O-])([O-])=O.[K+].[S:44](Cl)(Cl)(=[O:46])=[O:45].[OH-].[NH4+:50].